Dataset: Full USPTO retrosynthesis dataset with 1.9M reactions from patents (1976-2016). Task: Predict the reactants needed to synthesize the given product. Given the product [Cl:11][C:12]1[CH:28]=[C:27]([S:29]([CH3:32])(=[O:31])=[O:30])[CH:26]=[CH:25][C:13]=1[CH2:14][NH:15][C:16](=[O:24])[C:17]1[CH:22]=[CH:21][N:20]=[C:19]([O:10][C:7]2[CH:8]=[CH:9][C:4]([F:3])=[CH:5][CH:6]=2)[CH:18]=1, predict the reactants needed to synthesize it. The reactants are: [H-].[Na+].[F:3][C:4]1[CH:9]=[CH:8][C:7]([OH:10])=[CH:6][CH:5]=1.[Cl:11][C:12]1[CH:28]=[C:27]([S:29]([CH3:32])(=[O:31])=[O:30])[CH:26]=[CH:25][C:13]=1[CH2:14][NH:15][C:16](=[O:24])[C:17]1[CH:22]=[CH:21][N:20]=[C:19](F)[CH:18]=1.